Dataset: NCI-60 drug combinations with 297,098 pairs across 59 cell lines. Task: Regression. Given two drug SMILES strings and cell line genomic features, predict the synergy score measuring deviation from expected non-interaction effect. (1) Drug 1: C1=CN(C(=O)N=C1N)C2C(C(C(O2)CO)O)O.Cl. Drug 2: C1C(C(OC1N2C=NC(=NC2=O)N)CO)O. Cell line: RPMI-8226. Synergy scores: CSS=24.4, Synergy_ZIP=1.52, Synergy_Bliss=6.13, Synergy_Loewe=0.492, Synergy_HSA=4.47. (2) Synergy scores: CSS=0.906, Synergy_ZIP=-1.77, Synergy_Bliss=-1.68, Synergy_Loewe=-1.87, Synergy_HSA=-1.68. Drug 1: C1CCC(C1)C(CC#N)N2C=C(C=N2)C3=C4C=CNC4=NC=N3. Drug 2: CC12CCC3C(C1CCC2OP(=O)(O)O)CCC4=C3C=CC(=C4)OC(=O)N(CCCl)CCCl.[Na+]. Cell line: RXF 393.